This data is from Reaction yield outcomes from USPTO patents with 853,638 reactions. The task is: Predict the reaction yield, written as a fraction of the theoretical maximum amount of product (1.0 means a 100% yield; for example, 0.34 means a 34% yield). The reactants are [CH3:1][O:2][C:3]1[CH:8]=[CH:7][N:6]=[C:5]2[CH:9]=[CH:10][NH:11][C:4]=12.[Cl:12][CH2:13][CH2:14][C@H:15]([C:17]1[CH:22]=[CH:21][CH:20]=[CH:19][CH:18]=1)O. The catalyst is C(Cl)(Cl)Cl. The product is [Cl:12][CH2:13][CH2:14][C@H:15]([N:11]1[C:4]2[C:5](=[N:6][CH:7]=[CH:8][C:3]=2[O:2][CH3:1])[CH:9]=[CH:10]1)[C:17]1[CH:22]=[CH:21][CH:20]=[CH:19][CH:18]=1. The yield is 0.330.